Predict the product of the given reaction. From a dataset of Forward reaction prediction with 1.9M reactions from USPTO patents (1976-2016). (1) The product is: [Cl:30][CH:15]([CH3:16])[C:13]([C:12]1[C:4]([CH:2]([CH3:3])[CH3:1])=[N:5][N:6]2[CH:7]=[CH:8][CH:9]=[CH:10][C:11]=12)=[O:14]. Given the reactants [CH3:1][CH:2]([C:4]1[C:12]([C:13]([CH:15](N)[CH3:16])=[O:14])=[C:11]2[N:6]([CH:7]=[CH:8][CH:9]=[CH:10]2)[N:5]=1)[CH3:3].C(C1C=C2C=CC=CN2N=1)(C)C.[Cl:30]C(C)C=O.ClC(Cl)=O.ClC(C)C(Cl)=O.[Cl-].[Al+3].[Cl-].[Cl-], predict the reaction product. (2) Given the reactants [OH:1][C@@:2]1([C:9]#[C:10][C:11]2[CH:12]=[C:13]([N:17]3[C:25]4[C:20](=[CH:21][C:22]([CH2:26][N:27]5[CH2:31][CH2:30][CH2:29][CH2:28]5)=[CH:23][CH:24]=4)[C:19]([C:32]([O-])=[O:33])=[N:18]3)[CH:14]=[CH:15][CH:16]=2)[CH2:6][CH2:5][N:4]([CH3:7])[C:3]1=[O:8].[NH3:35], predict the reaction product. The product is: [OH:1][C@@:2]1([C:9]#[C:10][C:11]2[CH:12]=[C:13]([N:17]3[C:25]4[C:20](=[CH:21][C:22]([CH2:26][N:27]5[CH2:31][CH2:30][CH2:29][CH2:28]5)=[CH:23][CH:24]=4)[C:19]([C:32]([NH2:35])=[O:33])=[N:18]3)[CH:14]=[CH:15][CH:16]=2)[CH2:6][CH2:5][N:4]([CH3:7])[C:3]1=[O:8]. (3) Given the reactants C([O:5][C:6](=[O:39])[CH2:7][O:8][C:9]1[C:18]2[CH2:17][CH2:16][CH2:15][CH:14]([NH:19][S:20]([C:23]3[CH:28]=[C:27]([C:29]([F:32])([F:31])[F:30])[CH:26]=[C:25]([C:33]([F:36])([F:35])[F:34])[CH:24]=3)(=[O:22])=[O:21])[C:13]=2[CH:12]=[C:11]([Cl:37])[C:10]=1[F:38])(C)(C)C.[OH-].[Li+].CO, predict the reaction product. The product is: [F:36][C:33]([F:34])([F:35])[C:25]1[CH:24]=[C:23]([S:20]([NH:19][CH:14]2[CH2:15][CH2:16][CH2:17][C:18]3[C:9]([O:8][CH2:7][C:6]([OH:39])=[O:5])=[C:10]([F:38])[C:11]([Cl:37])=[CH:12][C:13]2=3)(=[O:21])=[O:22])[CH:28]=[C:27]([C:29]([F:30])([F:31])[F:32])[CH:26]=1. (4) The product is: [CH:23]([O:22][C:19]1[CH:20]=[CH:21][C:16]([C:15]([N:12]2[CH2:13][CH2:14][C:9]3([CH2:8][CH:7]([CH2:6][S:38][CH3:37])[C:35]4[C:30](=[CH:31][CH:32]=[CH:33][CH:34]=4)[O:29]3)[CH2:10][CH2:11]2)=[O:28])=[CH:17][C:18]=1[O:26][CH3:27])([CH3:24])[CH3:25]. Given the reactants CS(O[CH2:6][CH:7]1[C:35]2[C:30](=[CH:31][CH:32]=[CH:33][CH:34]=2)[O:29][C:9]2([CH2:14][CH2:13][N:12]([C:15](=[O:28])[C:16]3[CH:21]=[CH:20][C:19]([O:22][CH:23]([CH3:25])[CH3:24])=[C:18]([O:26][CH3:27])[CH:17]=3)[CH2:11][CH2:10]2)[CH2:8]1)(=O)=O.C(S)[CH2:37][S:38]([O-])(=O)=O.[Na+].O, predict the reaction product. (5) Given the reactants [Cl:1][C:2]1[N:7]=[CH:6][C:5]([CH:8]=O)=[CH:4][CH:3]=1.[CH3:10][N:11]1[CH2:16][CH2:15][NH:14][CH2:13][CH2:12]1, predict the reaction product. The product is: [Cl:1][C:2]1[N:7]=[CH:6][C:5]([CH2:8][N:14]2[CH2:15][CH2:16][N:11]([CH3:10])[CH2:12][CH2:13]2)=[CH:4][CH:3]=1.